Dataset: NCI-60 drug combinations with 297,098 pairs across 59 cell lines. Task: Regression. Given two drug SMILES strings and cell line genomic features, predict the synergy score measuring deviation from expected non-interaction effect. (1) Drug 1: CC1=C2C(C(=O)C3(C(CC4C(C3C(C(C2(C)C)(CC1OC(=O)C(C(C5=CC=CC=C5)NC(=O)OC(C)(C)C)O)O)OC(=O)C6=CC=CC=C6)(CO4)OC(=O)C)OC)C)OC. Drug 2: C1C(C(OC1N2C=NC3=C2NC=NCC3O)CO)O. Cell line: NCI/ADR-RES. Synergy scores: CSS=6.51, Synergy_ZIP=-0.649, Synergy_Bliss=2.76, Synergy_Loewe=-0.992, Synergy_HSA=2.72. (2) Cell line: A498. Synergy scores: CSS=45.8, Synergy_ZIP=-4.29, Synergy_Bliss=-8.98, Synergy_Loewe=-8.49, Synergy_HSA=-8.38. Drug 1: C1=C(C(=O)NC(=O)N1)F. Drug 2: C1C(C(OC1N2C=NC3=C(N=C(N=C32)Cl)N)CO)O. (3) Synergy scores: CSS=50.9, Synergy_ZIP=-0.952, Synergy_Bliss=0.233, Synergy_Loewe=-18.4, Synergy_HSA=0.224. Drug 2: CC1=C(C(=O)C2=C(C1=O)N3CC4C(C3(C2COC(=O)N)OC)N4)N. Cell line: OVCAR3. Drug 1: CC1=C2C(C(=O)C3(C(CC4C(C3C(C(C2(C)C)(CC1OC(=O)C(C(C5=CC=CC=C5)NC(=O)OC(C)(C)C)O)O)OC(=O)C6=CC=CC=C6)(CO4)OC(=O)C)OC)C)OC. (4) Drug 1: C1=C(C(=O)NC(=O)N1)N(CCCl)CCCl. Drug 2: CS(=O)(=O)OCCCCOS(=O)(=O)C. Cell line: LOX IMVI. Synergy scores: CSS=48.9, Synergy_ZIP=0.0183, Synergy_Bliss=2.51, Synergy_Loewe=4.54, Synergy_HSA=6.95. (5) Drug 1: CC(C)NC(=O)C1=CC=C(C=C1)CNNC.Cl. Drug 2: CCC1(C2=C(COC1=O)C(=O)N3CC4=CC5=C(C=CC(=C5CN(C)C)O)N=C4C3=C2)O.Cl. Cell line: SK-MEL-28. Synergy scores: CSS=0.422, Synergy_ZIP=-6.00, Synergy_Bliss=-13.7, Synergy_Loewe=-27.7, Synergy_HSA=-13.2. (6) Drug 1: C1C(C(OC1N2C=C(C(=O)NC2=O)F)CO)O. Drug 2: CNC(=O)C1=NC=CC(=C1)OC2=CC=C(C=C2)NC(=O)NC3=CC(=C(C=C3)Cl)C(F)(F)F. Cell line: CAKI-1. Synergy scores: CSS=8.16, Synergy_ZIP=0.698, Synergy_Bliss=-6.80, Synergy_Loewe=-0.231, Synergy_HSA=-5.52. (7) Drug 1: C1C(C(OC1N2C=NC3=C2NC=NCC3O)CO)O. Drug 2: CC1C(C(CC(O1)OC2CC(CC3=C2C(=C4C(=C3O)C(=O)C5=C(C4=O)C(=CC=C5)OC)O)(C(=O)CO)O)N)O.Cl. Cell line: COLO 205. Synergy scores: CSS=51.9, Synergy_ZIP=-1.54, Synergy_Bliss=-1.46, Synergy_Loewe=-36.0, Synergy_HSA=-1.43.